This data is from Forward reaction prediction with 1.9M reactions from USPTO patents (1976-2016). The task is: Predict the product of the given reaction. Given the reactants Cl.[CH3:2][N:3]1[CH2:8][CH2:7][CH:6]([N:9]2[CH2:14][CH2:13][CH:12]([NH2:15])[CH2:11][CH2:10]2)[CH2:5][CH2:4]1.CCN(CC)CC.[N:23]1[CH:28]=[CH:27][C:26]([C:29]([C:31]2[CH:38]=[CH:37][C:34]([CH:35]=O)=[CH:33][CH:32]=2)=[O:30])=[CH:25][CH:24]=1.C([BH3-])#N.[Na+], predict the reaction product. The product is: [CH3:2][N:3]1[CH2:8][CH2:7][CH:6]([N:9]2[CH2:10][CH2:11][CH:12]([NH:15][CH2:35][C:34]3[CH:33]=[CH:32][C:31]([C:29]([C:26]4[CH:25]=[CH:24][N:23]=[CH:28][CH:27]=4)=[O:30])=[CH:38][CH:37]=3)[CH2:13][CH2:14]2)[CH2:5][CH2:4]1.